Predict the reactants needed to synthesize the given product. From a dataset of Full USPTO retrosynthesis dataset with 1.9M reactions from patents (1976-2016). (1) Given the product [ClH:1].[CH3:14][O:13][C:7]1[CH:8]=[C:9]([O:11][CH3:12])[CH:10]=[C:4]([O:3][CH3:2])[C:5]=1[NH2:6], predict the reactants needed to synthesize it. The reactants are: [ClH:1].[CH3:2][O:3][C:4]1[CH:10]=[C:9]([O:11][CH3:12])[CH:8]=[C:7]([O:13][CH3:14])[C:5]=1[NH2:6]. (2) Given the product [CH3:1][C:2]1([CH3:18])[O:6][C@@H:5]([CH2:7][O:8][C:9]2[N:14]=[C:13]([C:15]([OH:17])=[O:16])[CH:12]=[CH:11][CH:10]=2)[CH2:4][O:3]1, predict the reactants needed to synthesize it. The reactants are: [CH3:1][C:2]1([CH3:18])[O:6][C@H:5]([CH2:7][O:8][C:9]2[N:14]=[C:13]([C:15]([OH:17])=[O:16])[CH:12]=[CH:11][CH:10]=2)[CH2:4][O:3]1.CC1(C)O[C@@H](CO)CO1.